This data is from Reaction yield outcomes from USPTO patents with 853,638 reactions. The task is: Predict the reaction yield, written as a fraction of the theoretical maximum amount of product (1.0 means a 100% yield; for example, 0.34 means a 34% yield). (1) The reactants are Cl.[NH2:2][CH2:3][C:4]1[CH:5]=[C:6]2[C:11](=[CH:12][CH:13]=1)[N:10]=[C:9]([CH3:14])[N:8]([CH:15]1[CH2:20][CH2:19][C:18](=[O:21])[NH:17][C:16]1=[O:22])[C:7]2=[O:23].C(N(CC)CC)C.[CH2:31]([N:37]=[C:38]=[O:39])[CH2:32][CH2:33][CH2:34][CH2:35][CH3:36]. The catalyst is C1COCC1. The product is [O:22]=[C:16]1[CH:15]([N:8]2[C:7](=[O:23])[C:6]3[C:11](=[CH:12][CH:13]=[C:4]([CH2:3][NH:2][C:38]([NH:37][CH2:31][CH2:32][CH2:33][CH2:34][CH2:35][CH3:36])=[O:39])[CH:5]=3)[N:10]=[C:9]2[CH3:14])[CH2:20][CH2:19][C:18](=[O:21])[NH:17]1. The yield is 0.650. (2) The reactants are [CH2:1]([O:8][C:9]1[C:14](=[O:15])[CH:13]=[CH:12][NH:11][C:10]=1[CH3:16])[C:2]1[CH:7]=[CH:6][CH:5]=[CH:4][CH:3]=1.[Br:17]N1C(=O)CCC1=O. The catalyst is C(#N)C. The yield is 0.880. The product is [CH2:1]([O:8][C:9]1[C:10]([CH3:16])=[N:11][CH:12]=[C:13]([Br:17])[C:14]=1[OH:15])[C:2]1[CH:3]=[CH:4][CH:5]=[CH:6][CH:7]=1. (3) The catalyst is C(OCC)(=O)C. The reactants are [CH:1]1([N:7]2[CH2:11][CH2:10][CH:9]([CH2:12][C:13]3[CH:18]=[CH:17][C:16]([C:19]4[CH:24]=[CH:23][C:22]([C:25]([O:27]C)=[O:26])=[CH:21][CH:20]=4)=[CH:15][C:14]=3[O:29][C:30]([F:33])([F:32])[F:31])[C:8]2=[O:34])[CH2:6][CH2:5][CH2:4][CH2:3][CH2:2]1.C1COCC1.O.O.[OH-].[Li+]. The yield is 0.790. The product is [CH:1]1([N:7]2[CH2:11][CH2:10][CH:9]([CH2:12][C:13]3[CH:18]=[CH:17][C:16]([C:19]4[CH:20]=[CH:21][C:22]([C:25]([OH:27])=[O:26])=[CH:23][CH:24]=4)=[CH:15][C:14]=3[O:29][C:30]([F:31])([F:32])[F:33])[C:8]2=[O:34])[CH2:6][CH2:5][CH2:4][CH2:3][CH2:2]1. (4) The reactants are [Br:1][C:2]1[CH:3]=[C:4]([NH:8][C:9]2[N:14]=[CH:13][N:12]=[C:11]([NH:15][C:16]3[CH:17]=[C:18]([NH2:22])[CH:19]=[CH:20][CH:21]=3)[CH:10]=2)[CH:5]=[CH:6][CH:7]=1.C(N(CC)CC)C.[C:30](Cl)(=[O:33])[CH:31]=[CH2:32]. The catalyst is C1COCC1. The product is [Br:1][C:2]1[CH:3]=[C:4]([NH:8][C:9]2[N:14]=[CH:13][N:12]=[C:11]([NH:15][C:16]3[CH:17]=[C:18]([NH:22][C:30](=[O:33])[CH:31]=[CH2:32])[CH:19]=[CH:20][CH:21]=3)[CH:10]=2)[CH:5]=[CH:6][CH:7]=1. The yield is 0.400. (5) The reactants are [Cl:1][C:2]1[CH:7]=[CH:6][CH:5]=[CH:4][C:3]=1[CH2:8][C:9]([OH:11])=[O:10].C[Si]([N-][Si](C)(C)C)(C)C.[Na+].[Cl:22][CH2:23][CH2:24][CH2:25][CH2:26]I. No catalyst specified. The product is [Cl:22][CH2:23][CH2:24][CH2:25][CH2:26][CH:8]([C:3]1[CH:4]=[CH:5][CH:6]=[CH:7][C:2]=1[Cl:1])[C:9]([OH:11])=[O:10]. The yield is 0.880.